Dataset: Catalyst prediction with 721,799 reactions and 888 catalyst types from USPTO. Task: Predict which catalyst facilitates the given reaction. (1) Reactant: Cl[C:2]1[C:7]([Cl:8])=[CH:6][C:5]([C:9]([F:12])([F:11])[F:10])=[CH:4][N:3]=1.[NH2:13][C@H:14]1[CH2:19][CH2:18][CH2:17][N:16]([CH:20]2[CH2:25][CH2:24][N:23]([C:26]([O:28][C:29]([CH3:32])([CH3:31])[CH3:30])=[O:27])[CH2:22][CH2:21]2)[C:15]1=[O:33].C([O-])([O-])=O.[Na+].[Na+].CS(C)=O. Product: [Cl:8][C:7]1[C:2]([NH:13][C@H:14]2[CH2:19][CH2:18][CH2:17][N:16]([CH:20]3[CH2:21][CH2:22][N:23]([C:26]([O:28][C:29]([CH3:31])([CH3:30])[CH3:32])=[O:27])[CH2:24][CH2:25]3)[C:15]2=[O:33])=[N:3][CH:4]=[C:5]([C:9]([F:12])([F:11])[F:10])[CH:6]=1. The catalyst class is: 6. (2) Reactant: C(OC([NH:8][C:9]1[CH2:10][C:11]([C:34](=[O:50])[N:35]([CH2:39][CH2:40][CH2:41][O:42][Si](C(C)(C)C)(C)C)[CH2:36][CH2:37][CH3:38])=[CH:12][C:13]2[CH:19]=[CH:18][C:17]([C:20]3[CH:25]=[CH:24][C:23]([CH2:26][C:27]([O:29][CH2:30][CH:31]([CH3:33])[CH3:32])=[O:28])=[CH:22][CH:21]=3)=[CH:16][C:14]=2[N:15]=1)=O)(C)(C)C. Product: [NH2:8][C:9]1[CH2:10][C:11]([C:34](=[O:50])[N:35]([CH2:39][CH2:40][CH2:41][OH:42])[CH2:36][CH2:37][CH3:38])=[CH:12][C:13]2[CH:19]=[CH:18][C:17]([C:20]3[CH:21]=[CH:22][C:23]([CH2:26][C:27]([O:29][CH2:30][CH:31]([CH3:33])[CH3:32])=[O:28])=[CH:24][CH:25]=3)=[CH:16][C:14]=2[N:15]=1. The catalyst class is: 620. (3) Reactant: [NH2:1][C:2]1[CH:7]=[CH:6][C:5]([Br:8])=[CH:4][C:3]=1[C:9]([F:12])([F:11])[F:10].CCN(CC)CC.[CH3:20][S:21](Cl)(=[O:23])=[O:22]. The catalyst class is: 34. Product: [Br:8][C:5]1[CH:6]=[CH:7][C:2]([NH:1][S:21]([CH3:20])(=[O:23])=[O:22])=[C:3]([C:9]([F:12])([F:10])[F:11])[CH:4]=1. (4) Reactant: [C:1]1([C:11]2[CH:20]=[CH:19][C:18]3[C:13](=[CH:14][CH:15]=[C:16](B(O)O)[CH:17]=3)[CH:12]=2)[C:10]2[C:5](=[CH:6][CH:7]=[CH:8][CH:9]=2)[CH:4]=[CH:3][CH:2]=1.[Br:24][C:25]1[CH:30]=[CH:29][C:28](I)=[CH:27][CH:26]=1.C(=O)([O-])[O-].[Na+].[Na+]. Product: [Br:24][C:25]1[CH:30]=[CH:29][C:28]([C:16]2[CH:15]=[CH:14][C:13]3[C:18](=[CH:19][CH:20]=[C:11]([C:1]4[C:10]5[C:5](=[CH:6][CH:7]=[CH:8][CH:9]=5)[CH:4]=[CH:3][CH:2]=4)[CH:12]=3)[CH:17]=2)=[CH:27][CH:26]=1. The catalyst class is: 11. (5) Reactant: [C:1]([C:4]1[CH:5]=[C:6]([C:10]2[N:11]=[CH:12][N:13]([C:15]([N:17]([CH:19]3[CH2:24][CH2:23][N:22]([C:25]4[CH:30]=[CH:29][CH:28]=[CH:27][C:26]=4[OH:31])[CH2:21][CH2:20]3)[CH3:18])=[O:16])[CH:14]=2)[CH:7]=[CH:8][CH:9]=1)(=[O:3])[NH2:2].[ClH:32].C(OCC)C. Product: [ClH:32].[C:1]([C:4]1[CH:5]=[C:6]([C:10]2[N:11]=[CH:12][N:13]([C:15]([N:17]([CH:19]3[CH2:20][CH2:21][N:22]([C:25]4[CH:30]=[CH:29][CH:28]=[CH:27][C:26]=4[OH:31])[CH2:23][CH2:24]3)[CH3:18])=[O:16])[CH:14]=2)[CH:7]=[CH:8][CH:9]=1)(=[O:3])[NH2:2]. The catalyst class is: 5.